From a dataset of CYP2D6 inhibition data for predicting drug metabolism from PubChem BioAssay. Regression/Classification. Given a drug SMILES string, predict its absorption, distribution, metabolism, or excretion properties. Task type varies by dataset: regression for continuous measurements (e.g., permeability, clearance, half-life) or binary classification for categorical outcomes (e.g., BBB penetration, CYP inhibition). Dataset: cyp2d6_veith. (1) The compound is CC(C)[C@H](CO)Nc1nc(Nc2cccc(Cl)c2)c2ncn(C(C)C)c2n1. The result is 0 (non-inhibitor). (2) The compound is CN(C)c1nc(N(C)C)nc(N(C)C)n1. The result is 0 (non-inhibitor). (3) The compound is CC(=O)C=NCC(=O)O. The result is 0 (non-inhibitor). (4) The drug is CC(SCc1cn2cc(Cl)ccc2n1)C(=O)O. The result is 0 (non-inhibitor). (5) The molecule is COCCn1c(=O)c(-c2ccc(OC)cc2)nc2cnc(Oc3ccccc3)nc21. The result is 0 (non-inhibitor). (6) The compound is O=C(CSc1ccc(Cl)cc1)Nc1cccc(NC(=O)c2ccco2)c1. The result is 1 (inhibitor). (7) The drug is COc1ccc(NC2(c3ccc(Cl)cc3)C(=O)c3ccccc3C2=O)cc1. The result is 0 (non-inhibitor).